Dataset: Full USPTO retrosynthesis dataset with 1.9M reactions from patents (1976-2016). Task: Predict the reactants needed to synthesize the given product. (1) Given the product [CH3:15][O:14][C:13]1[CH:12]=[C:6]2[C:5](=[CH:4][C:3]=1[O:2][CH3:1])[C:10](=[O:11])[N:35]([C:30]1[C:31]([CH3:34])=[C:32]([CH3:33])[C:19]3[O:18][C:17]([CH3:37])([CH3:16])[CH:21]([C:22]4[CH:27]=[CH:26][C:25]([CH3:28])=[CH:24][CH:23]=4)[C:20]=3[C:29]=1[CH3:36])[C:7]2=[O:9], predict the reactants needed to synthesize it. The reactants are: [CH3:1][O:2][C:3]1[CH:4]=[C:5]2[C:10](=[O:11])[O:9][C:7](=O)[C:6]2=[CH:12][C:13]=1[O:14][CH3:15].[CH3:16][C:17]1([CH3:37])[CH:21]([C:22]2[CH:27]=[CH:26][C:25]([CH3:28])=[CH:24][CH:23]=2)[C:20]2[C:29]([CH3:36])=[C:30]([NH2:35])[C:31]([CH3:34])=[C:32]([CH3:33])[C:19]=2[O:18]1.C(N=C=NCCCN(C)C)C.ON1C2C=CC=CC=2N=N1.[OH-].[Na+]. (2) Given the product [OH:21][C:18]1([C:2]2[CH:10]=[CH:9][C:5]([C:6]([NH2:8])=[O:7])=[CH:4][CH:3]=2)[CH2:19][CH2:20][C:15]2([O:11][CH2:12][CH2:13][O:14]2)[CH2:16][CH2:17]1, predict the reactants needed to synthesize it. The reactants are: Br[C:2]1[CH:10]=[CH:9][C:5]([C:6]([NH2:8])=[O:7])=[CH:4][CH:3]=1.[O:11]1[C:15]2([CH2:20][CH2:19][C:18](=[O:21])[CH2:17][CH2:16]2)[O:14][CH2:13][CH2:12]1. (3) The reactants are: C[N:2](C)[CH:3]=[C:4]([C:10](=[O:19])[C:11]1[CH:16]=[C:15]([I:17])[CH:14]=[CH:13][C:12]=1[F:18])[C:5]([O:7][CH2:8][CH3:9])=[O:6].[CH3:21][N:22]([CH3:24])N. Given the product [CH3:21][N:22]([CH3:24])[NH:2][CH:3]=[C:4]([C:10](=[O:19])[C:11]1[CH:16]=[C:15]([I:17])[CH:14]=[CH:13][C:12]=1[F:18])[C:5]([O:7][CH2:8][CH3:9])=[O:6], predict the reactants needed to synthesize it. (4) The reactants are: [C:1]([C:5]1[CH:6]=[C:7]([NH:16][C:17](=[O:51])[NH:18][C:19]2[C:28]3[C:23](=[CH:24][CH:25]=[CH:26][CH:27]=3)[C:22]([O:29][C:30]3[CH:35]=[CH:34][N:33]=[C:32]([NH:36][C:37]4[CH:42]=[CH:41][C:40]([P:43]([CH3:48])(=[O:47])[O:44]CC)=[C:39]([O:49][CH3:50])[CH:38]=4)[CH:31]=3)=[CH:21][CH:20]=2)[CH:8]=[C:9]([NH:11][S:12]([CH3:15])(=[O:14])=[O:13])[CH:10]=1)([CH3:4])([CH3:3])[CH3:2].[OH-].[Na+].C(O)(=O)C. Given the product [C:1]([C:5]1[CH:6]=[C:7]([NH:16][C:17]([NH:18][C:19]2[C:28]3[C:23](=[CH:24][CH:25]=[CH:26][CH:27]=3)[C:22]([O:29][C:30]3[CH:35]=[CH:34][N:33]=[C:32]([NH:36][C:37]4[CH:42]=[CH:41][C:40]([P:43]([CH3:48])(=[O:44])[OH:47])=[C:39]([O:49][CH3:50])[CH:38]=4)[CH:31]=3)=[CH:21][CH:20]=2)=[O:51])[CH:8]=[C:9]([NH:11][S:12]([CH3:15])(=[O:14])=[O:13])[CH:10]=1)([CH3:4])([CH3:2])[CH3:3], predict the reactants needed to synthesize it. (5) Given the product [Cl:11][C:8]1[CH:9]=[C:10]2[C:5](=[CH:6][CH:7]=1)[NH:4][C:3](=[O:12])[C:2]2([NH:28][C@@H:29]([CH2:35][CH2:36][C:37]([N:39]([CH3:40])[CH3:41])=[O:38])[C:30]([N:32]([CH3:33])[CH3:34])=[O:31])[C:13]1[CH:18]=[CH:17][CH:16]=[CH:15][C:14]=1[O:19][CH3:20], predict the reactants needed to synthesize it. The reactants are: Cl[C:2]1([C:13]2[CH:18]=[CH:17][CH:16]=[CH:15][C:14]=2[O:19][CH3:20])[C:10]2[C:5](=[CH:6][CH:7]=[C:8]([Cl:11])[CH:9]=2)[NH:4][C:3]1=[O:12].FC(F)(F)C(O)=O.[NH2:28][C@@H:29]([CH2:35][CH2:36][C:37]([N:39]([CH3:41])[CH3:40])=[O:38])[C:30]([N:32]([CH3:34])[CH3:33])=[O:31]. (6) Given the product [O:6]=[C:5]([C:4]([O:3][CH2:1][CH3:2])=[O:14])[C:7](=[O:8])[C:9]([O:11][CH2:12][CH3:13])=[O:10], predict the reactants needed to synthesize it. The reactants are: [CH2:1]([O:3][C:4](=[O:14])[C@@H:5]([C@H:7]([C:9]([O:11][CH2:12][CH3:13])=[O:10])[OH:8])[OH:6])[CH3:2].BrN1C(=O)CCC1=O.N(C(C)(CC(OC)(C)C)C#N)=NC(C)(CC(C)(OC)C)C#N. (7) Given the product [CH3:1][O:2][CH2:3][C@@H:4]([NH:5][CH2:12][C:14]1([C:17]([O:19][CH3:20])=[O:18])[CH2:16][CH2:15]1)[C:6]1[CH:11]=[CH:10][CH:9]=[CH:8][CH:7]=1, predict the reactants needed to synthesize it. The reactants are: [CH3:1][O:2][CH2:3][C@H:4]([C:6]1[CH:11]=[CH:10][CH:9]=[CH:8][CH:7]=1)[NH2:5].[CH:12]([C:14]1([C:17]([O:19][CH3:20])=[O:18])[CH2:16][CH2:15]1)=O.[BH-](OC(C)=O)(OC(C)=O)OC(C)=O.[Na+].CC(O)C. (8) Given the product [CH3:1][CH:2]([CH3:39])[C@H:3]([N:8]1[CH2:16][C:15]2[C:10](=[CH:11][C:12]([C:17]3[CH:18]=[CH:19][C:20]([NH:23][C:24](=[O:37])[C:25]4[CH:30]=[CH:29][C:28]([N:31]5[CH2:36][CH2:35][N:41]([CH3:40])[CH2:33][CH2:32]5)=[N:27][CH:26]=4)=[CH:21][CH:22]=3)=[CH:13][CH:14]=2)[C:9]1=[O:38])[C:4]([O:6][CH3:7])=[O:5], predict the reactants needed to synthesize it. The reactants are: [CH3:1][CH:2]([CH3:39])[C@H:3]([N:8]1[CH2:16][C:15]2[C:10](=[CH:11][C:12]([C:17]3[CH:22]=[CH:21][C:20]([NH:23][C:24](=[O:37])[C:25]4[CH:30]=[CH:29][C:28]([N:31]5[CH2:36][CH2:35]O[CH2:33][CH2:32]5)=[N:27][CH:26]=4)=[CH:19][CH:18]=3)=[CH:13][CH:14]=2)[C:9]1=[O:38])[C:4]([O:6][CH3:7])=[O:5].[CH3:40][N:41]1CCNCC1. (9) Given the product [CH3:33][O:35][C:32]([NH:4][CH2:5][C:7]1[N:8]=[C:9]([N:12]2[CH2:13][CH:14]([S:16][C:54]3[C@H:55]([CH3:78])[C@@H:56]4[C@@H:73]([C@H:74]([OH:76])[CH3:75])[C:72](=[O:77])[N:57]4[C:58]=3[C:59]([O:61][CH2:62][C:63]3[CH:64]=[CH:65][C:66]([N+:69]([O-:71])=[O:70])=[CH:67][CH:68]=3)=[O:60])[CH2:15]2)[S:10][CH:11]=1)=[O:89], predict the reactants needed to synthesize it. The reactants are: NCC[N:4]([CH3:32])[C:5]([C:7]1[N:8]=[C:9]([N:12]2[CH2:15][CH:14]([S:16]C3[C@H](C)[C@@H]4[C@@H]([C@H](O)C)C(=O)N4C=3C(O)=O)[CH2:13]2)[S:10][CH:11]=1)=O.[C:33](O)(=[O:35])C.NN.C1(P(O[C:54]2[C@H:55]([CH3:78])[C@H:56]3[C@@H:73]([C@H:74]([OH:76])[CH3:75])[C:72](=[O:77])[N:57]3[C:58]=2[C:59]([O:61][CH2:62][C:63]2[CH:68]=[CH:67][C:66]([N+:69]([O-:71])=[O:70])=[CH:65][CH:64]=2)=[O:60])(C2C=CC=CC=2)=O)C=CC=CC=1.C(N(C(C)C)CC)(C)C.C(=O)([O-])[OH:89].[Na+].